This data is from NCI-60 drug combinations with 297,098 pairs across 59 cell lines. The task is: Regression. Given two drug SMILES strings and cell line genomic features, predict the synergy score measuring deviation from expected non-interaction effect. (1) Drug 1: C1CN1P(=S)(N2CC2)N3CC3. Drug 2: C1=NNC2=C1C(=O)NC=N2. Cell line: SF-539. Synergy scores: CSS=24.7, Synergy_ZIP=-2.09, Synergy_Bliss=1.65, Synergy_Loewe=-6.37, Synergy_HSA=2.04. (2) Drug 1: C1=CC(=C2C(=C1NCCNCCO)C(=O)C3=C(C=CC(=C3C2=O)O)O)NCCNCCO. Drug 2: CS(=O)(=O)OCCCCOS(=O)(=O)C. Cell line: OVCAR-4. Synergy scores: CSS=19.6, Synergy_ZIP=1.83, Synergy_Bliss=3.36, Synergy_Loewe=-50.5, Synergy_HSA=3.44. (3) Drug 1: CN(C)N=NC1=C(NC=N1)C(=O)N. Drug 2: CCC1(C2=C(COC1=O)C(=O)N3CC4=CC5=C(C=CC(=C5CN(C)C)O)N=C4C3=C2)O.Cl. Cell line: SK-MEL-5. Synergy scores: CSS=23.6, Synergy_ZIP=-5.33, Synergy_Bliss=1.43, Synergy_Loewe=-13.4, Synergy_HSA=-0.481. (4) Drug 1: CN(C)C1=NC(=NC(=N1)N(C)C)N(C)C. Drug 2: C1C(C(OC1N2C=NC3=C2NC=NCC3O)CO)O. Cell line: PC-3. Synergy scores: CSS=-2.51, Synergy_ZIP=-0.193, Synergy_Bliss=-2.49, Synergy_Loewe=-4.57, Synergy_HSA=-3.53. (5) Drug 1: CC(C1=C(C=CC(=C1Cl)F)Cl)OC2=C(N=CC(=C2)C3=CN(N=C3)C4CCNCC4)N. Drug 2: CC1CCC2CC(C(=CC=CC=CC(CC(C(=O)C(C(C(=CC(C(=O)CC(OC(=O)C3CCCCN3C(=O)C(=O)C1(O2)O)C(C)CC4CCC(C(C4)OC)O)C)C)O)OC)C)C)C)OC. Cell line: HL-60(TB). Synergy scores: CSS=23.6, Synergy_ZIP=3.13, Synergy_Bliss=5.48, Synergy_Loewe=3.31, Synergy_HSA=3.96.